From a dataset of Catalyst prediction with 721,799 reactions and 888 catalyst types from USPTO. Predict which catalyst facilitates the given reaction. (1) Reactant: [Cl:1][C:2]1[CH:3]=[C:4]([C:11]2[N:15]([CH3:16])[CH:14]=[N:13][C:12]=2[CH3:17])[CH:5]=[CH:6][C:7]=1[N+:8]([O-])=O.S(S([O-])=O)([O-])=O.[Na+].[Na+].O.Cl. Product: [Cl:1][C:2]1[CH:3]=[C:4]([C:11]2[N:15]([CH3:16])[CH:14]=[N:13][C:12]=2[CH3:17])[CH:5]=[CH:6][C:7]=1[NH2:8]. The catalyst class is: 8. (2) Reactant: [NH2:1][C:2]12[CH2:8][CH:5]([CH2:6][CH2:7]1)[CH:4]([OH:9])[CH2:3]2.C(N(C(C)C)C(C)C)C.[C:19](O[C:19]([O:21][C:22]([CH3:25])([CH3:24])[CH3:23])=[O:20])([O:21][C:22]([CH3:25])([CH3:24])[CH3:23])=[O:20]. Product: [C:22]([O:21][C:19]([NH:1][C:2]12[CH2:8][CH:5]([CH2:6][CH2:7]1)[CH:4]([OH:9])[CH2:3]2)=[O:20])([CH3:25])([CH3:24])[CH3:23]. The catalyst class is: 4. (3) Reactant: [CH:1]([OH:4])([CH3:3])[CH3:2].[H-].[Na+].Cl[C:8]1[CH:13]=[C:12]([C:14]#[N:15])[CH:11]=[CH:10][N:9]=1. Product: [CH:1]([O:4][C:8]1[CH:13]=[C:12]([CH:11]=[CH:10][N:9]=1)[C:14]#[N:15])([CH3:3])[CH3:2]. The catalyst class is: 6. (4) Reactant: [NH2:1][C:2]1[CH:7]=[CH:6][CH:5]=[C:4]([CH3:8])[C:3]=1[CH2:9][O:10][C:11]1[CH:15]=[CH:14][N:13]([C:16]2[C:17]([O:23][CH3:24])=[N:18][C:19]([Cl:22])=[CH:20][CH:21]=2)[N:12]=1.Cl[C:26](Cl)([O:28]C(=O)OC(Cl)(Cl)Cl)Cl. Product: [N:1]([C:2]1[CH:7]=[CH:6][CH:5]=[C:4]([CH3:8])[C:3]=1[CH2:9][O:10][C:11]1[CH:15]=[CH:14][N:13]([C:16]2[C:17]([O:23][CH3:24])=[N:18][C:19]([Cl:22])=[CH:20][CH:21]=2)[N:12]=1)=[C:26]=[O:28]. The catalyst class is: 11. (5) Reactant: C(Cl)(=O)C.Cl[C:6]1[CH:11]=[CH:10][N:9]=[C:8]2[NH:12][CH:13]=[CH:14][C:7]=12.[I-:15].[Na+]. Product: [I:15][C:6]1[CH:11]=[CH:10][N:9]=[C:8]2[NH:12][CH:13]=[CH:14][C:7]=12. The catalyst class is: 10. (6) Reactant: [C:1]([O:5][C:6]([N:8]1[CH2:11][C:10]([C@H:13]([C:15]2[CH:16]=[C:17]3[C:26](=[CH:27][C:28]=2Br)[O:25][CH2:24][C:23]2[N:18]3[C@H:19]([CH3:31])[C:20](=[O:30])[NH:21][N:22]=2)[CH3:14])([CH3:12])[CH2:9]1)=[O:7])([CH3:4])([CH3:3])[CH3:2].[F:32][C:33]1[CH:38]=[CH:37][CH:36]=[CH:35][C:34]=1B(O)O.C(=O)([O-])[O-].[Na+].[Na+]. Product: [C:1]([O:5][C:6]([N:8]1[CH2:11][C:10]([C@@H:13]([C:15]2[CH:16]=[C:17]3[C:26](=[CH:27][C:28]=2[C:34]2[CH:35]=[CH:36][CH:37]=[CH:38][C:33]=2[F:32])[O:25][CH2:24][C:23]2[N:18]3[C@H:19]([CH3:31])[C:20](=[O:30])[NH:21][N:22]=2)[CH3:14])([CH3:12])[CH2:9]1)=[O:7])([CH3:4])([CH3:3])[CH3:2]. The catalyst class is: 669. (7) Reactant: [C:1]1([CH:7]2[O:11][C:10](=[O:12])[NH:9][CH2:8]2)[CH:6]=[CH:5][CH:4]=[CH:3][CH:2]=1.[H-].[Na+].[O:15]1[CH:19]=[CH:18][C:17]([C:20]2[CH:21]=[C:22]([C:35]([F:38])([F:37])[F:36])[C:23]3[N:24]([CH:26]=[C:27]([CH2:29]OS(C)(=O)=O)[N:28]=3)[CH:25]=2)=[CH:16]1.O. Product: [O:15]1[CH:19]=[CH:18][C:17]([C:20]2[CH:21]=[C:22]([C:35]([F:37])([F:36])[F:38])[C:23]3[N:24]([CH:26]=[C:27]([CH2:29][N:9]4[CH2:8][CH:7]([C:1]5[CH:2]=[CH:3][CH:4]=[CH:5][CH:6]=5)[O:11][C:10]4=[O:12])[N:28]=3)[CH:25]=2)=[CH:16]1. The catalyst class is: 31.